Dataset: Full USPTO retrosynthesis dataset with 1.9M reactions from patents (1976-2016). Task: Predict the reactants needed to synthesize the given product. (1) Given the product [CH3:24][O:23][C:21]1[CH:20]=[CH:19][C:16]2[C:17]3[S:18][C:9]([C:7]([OH:8])=[O:6])=[CH:10][C:11]=3[C:12]3[CH:33]=[CH:32][CH:31]=[CH:30][C:13]=3[O:14][C:15]=2[CH:22]=1, predict the reactants needed to synthesize it. The reactants are: CN(C)CCC[O:6][C:7]([C:9]1[S:18][C:17]2[C:16]3[CH:19]=[CH:20][C:21]([O:23][CH2:24]CCN(C)C)=[CH:22][C:15]=3[O:14][C:13]3[CH:30]=[CH:31][CH:32]=[CH:33][C:12]=3[C:11]=2[CH:10]=1)=[O:8].[OH-].[Na+]. (2) Given the product [CH:31]1([CH2:30][NH:29][C:2]2[CH:9]=[CH:8][C:7]([CH2:10][O:11][N:12]=[C:13]3[CH2:18][CH2:17][N:16]([S:19]([C:22]4[CH:27]=[CH:26][C:25]([NH:29][CH2:30][CH:31]5[CH2:33][CH2:32]5)=[CH:24][CH:23]=4)(=[O:21])=[O:20])[CH2:15][CH2:14]3)=[CH:6][C:3]=2[C:4]#[N:5])[CH2:33][CH2:32]1, predict the reactants needed to synthesize it. The reactants are: F[C:2]1[CH:9]=[CH:8][C:7]([CH2:10][O:11][N:12]=[C:13]2[CH2:18][CH2:17][N:16]([S:19]([C:22]3[CH:27]=[CH:26][C:25](F)=[CH:24][CH:23]=3)(=[O:21])=[O:20])[CH2:15][CH2:14]2)=[CH:6][C:3]=1[C:4]#[N:5].[NH2:29][CH2:30][CH:31]1[CH2:33][CH2:32]1. (3) Given the product [CH2:1]([O:4][C@H:5]1[CH2:10][CH2:9][CH2:8][CH2:7][C@@H:6]1[O:11][C:15]1[CH:22]=[CH:21][C:18]([C:19]#[N:20])=[C:17]([C:23]([F:24])([F:26])[F:25])[CH:16]=1)[CH:2]=[CH2:3], predict the reactants needed to synthesize it. The reactants are: [CH2:1]([O:4][C@@H:5]1[CH2:10][CH2:9][CH2:8][CH2:7][C@H:6]1[OH:11])[CH:2]=[CH2:3].[H-].[Na+].F[C:15]1[CH:22]=[CH:21][C:18]([C:19]#[N:20])=[C:17]([C:23]([F:26])([F:25])[F:24])[CH:16]=1. (4) Given the product [Cl:23][C:18]1[CH:19]=[CH:20][CH:21]=[CH:22][C:17]=1[C:13]1[CH:14]=[CH:15][CH:16]=[C:11]([N:9]2[CH:10]=[C:6]([C:4]([C:26]3[CH:31]=[CH:30][CH:29]=[C:28]([F:32])[CH:27]=3)=[O:5])[N:7]=[CH:8]2)[CH:12]=1, predict the reactants needed to synthesize it. The reactants are: CON(C)[C:4]([C:6]1[N:7]=[CH:8][N:9]([C:11]2[CH:12]=[C:13]([C:17]3[CH:22]=[CH:21][CH:20]=[CH:19][C:18]=3[Cl:23])[CH:14]=[CH:15][CH:16]=2)[CH:10]=1)=[O:5].Br[C:26]1[CH:31]=[CH:30][CH:29]=[C:28]([F:32])[CH:27]=1.